This data is from Full USPTO retrosynthesis dataset with 1.9M reactions from patents (1976-2016). The task is: Predict the reactants needed to synthesize the given product. (1) Given the product [NH2:18][C:5]1[CH:4]=[CH:3][C:2]([F:1])=[CH:17][C:6]=1[O:7][C@H:8]1[CH2:12][CH2:11][C@H:10]([NH:13][C:14](=[O:16])[CH3:15])[CH2:9]1, predict the reactants needed to synthesize it. The reactants are: [F:1][C:2]1[CH:3]=[CH:4][C:5]([N+:18]([O-])=O)=[C:6]([CH:17]=1)[O:7][C@H:8]1[CH2:12][CH2:11][C@H:10]([NH:13][C:14](=[O:16])[CH3:15])[CH2:9]1. (2) Given the product [CH3:8][N:5]1[CH2:4][CH2:3][C:2]([CH2:9][C:10]([O:12][CH2:13][CH3:14])=[O:11])([NH:1][S:33]([C:30]2[CH:31]=[CH:32][C:27]([CH2:22][CH2:23][CH2:24][CH2:25][CH3:26])=[CH:28][CH:29]=2)(=[O:35])=[O:34])[CH2:7][CH2:6]1, predict the reactants needed to synthesize it. The reactants are: [NH2:1][C:2]1([CH2:9][C:10]([O:12][CH2:13][CH3:14])=[O:11])[CH2:7][CH2:6][N:5]([CH3:8])[CH2:4][CH2:3]1.CCN(CC)CC.[CH2:22]([C:27]1[CH:32]=[CH:31][C:30]([S:33](Cl)(=[O:35])=[O:34])=[CH:29][CH:28]=1)[CH2:23][CH2:24][CH2:25][CH3:26]. (3) Given the product [OH:2][C:3]1[CH:4]=[CH:5][C:6]([C:9]2[N:14]=[C:13]3[N:15]([CH2:19][CH:20]4[CH2:25][CH2:24][CH2:23][CH2:22][N:21]4[CH3:26])[C:16](=[O:18])[NH:17][C:12]3=[N:11][CH:10]=2)=[CH:7][CH:8]=1, predict the reactants needed to synthesize it. The reactants are: Cl.[OH:2][C:3]1[CH:8]=[CH:7][C:6]([C:9]2[N:14]=[C:13]3[N:15]([CH2:19][CH:20]4[CH2:25][CH2:24][CH2:23][CH2:22][N:21]4[CH3:26])[C:16](=[O:18])[NH:17][C:12]3=[N:11][CH:10]=2)=[CH:5][CH:4]=1.BrC1N=C2N(CC3CCCCN3C)C(=O)NC2=NC=1.P([O-])([O-])([O-])=O.[K+].[K+].[K+]. (4) Given the product [Cl:1][C:2]1[CH:7]=[C:6]2[NH:8][C:9](=[O:39])[C:10]3([CH:15]([C:16]4[CH:21]=[C:20]([Cl:22])[CH:19]=[CH:18][C:17]=4[O:23][C:24]([C:27](=[O:29])[NH:73][O:72][CH3:71])([CH3:26])[CH3:25])[CH2:14][C:13](=[O:30])[NH:12][CH:11]3[C:31]3[CH:36]=[C:35]([F:37])[CH:34]=[CH:33][C:32]=3[CH3:38])[C:5]2=[CH:4][CH:3]=1, predict the reactants needed to synthesize it. The reactants are: [Cl:1][C:2]1[CH:7]=[C:6]2[NH:8][C:9](=[O:39])[C:10]3([CH:15]([C:16]4[CH:21]=[C:20]([Cl:22])[CH:19]=[CH:18][C:17]=4[O:23][C:24]([C:27]([OH:29])=O)([CH3:26])[CH3:25])[CH2:14][C:13](=[O:30])[NH:12][CH:11]3[C:31]3[CH:36]=[C:35]([F:37])[CH:34]=[CH:33][C:32]=3[CH3:38])[C:5]2=[CH:4][CH:3]=1.CCN=C=NCCCN(C)C.Cl.C1C=CC2N(O)N=NC=2C=1.CCN(C(C)C)C(C)C.[CH3:71][O:72][NH3+:73].[Cl-].